Dataset: Blood-brain barrier permeability classification from the B3DB database. Task: Regression/Classification. Given a drug SMILES string, predict its absorption, distribution, metabolism, or excretion properties. Task type varies by dataset: regression for continuous measurements (e.g., permeability, clearance, half-life) or binary classification for categorical outcomes (e.g., BBB penetration, CYP inhibition). Dataset: b3db_classification. (1) The drug is CCCCOc1cc(C(=O)OCCN(CC)CC)ccc1N. The result is 0 (does not penetrate BBB). (2) The compound is CCCCCCCNC(=O)Oc1ccc2c(c1)C1(C)CCN(C)C1N2C. The result is 1 (penetrates BBB). (3) The compound is O=C1O[C@@H]([C@@H](O)CO)C(O)=C1O. The result is 1 (penetrates BBB). (4) The molecule is O=C1CCNc2ccc(Cl)cc2N1c1ccccc1. The result is 1 (penetrates BBB). (5) The compound is C[C@@]12C=CC(=O)C=C1CC[C@H]1[C@H]2[C@H](O)C[C@]2(C)[C@@H]1CC[C@@]2(O)C(=O)CO. The result is 1 (penetrates BBB). (6) The drug is CC(C)=CCN1CC[C@@]23c4c5ccc(O)c4O[C@H]2C(=O)CC[C@@]3(O)[C@H]1C5. The result is 1 (penetrates BBB). (7) The compound is CN1[C@@H]2CC[C@@H]1CC(OC(=O)C(O)c1ccccc1)C2. The result is 1 (penetrates BBB). (8) The molecule is CC(C)[C@H](CN1CCCC1)N(C)C(=O)Cc1ccc(Cl)c(Cl)c1. The result is 1 (penetrates BBB). (9) The molecule is CN1CC[C@@](C)(CN2c3ccccc3Sc3ccccc32)C1. The result is 1 (penetrates BBB).